From a dataset of Reaction yield outcomes from USPTO patents with 853,638 reactions. Predict the reaction yield, written as a fraction of the theoretical maximum amount of product (1.0 means a 100% yield; for example, 0.34 means a 34% yield). (1) The reactants are [NH2:1][C:2]1[CH:3]=[CH:4][C:5]([O:8][CH3:9])=[N:6][CH:7]=1.[C:10](OC)(=[O:13])[C:11]#[CH:12].CCOCC. The catalyst is CO.C1C=CC(C2C=CC=CC=2)=CC=1.C1C=CC(OC2C=CC=CC=2)=CC=1. The product is [OH:13][C:10]1[C:7]2[C:2](=[CH:3][CH:4]=[C:5]([O:8][CH3:9])[N:6]=2)[N:1]=[CH:12][CH:11]=1. The yield is 0.700. (2) The reactants are [OH:1][C:2]1[CH:7]=[CH:6][C:5]([S:8][CH2:9][CH2:10][CH2:11][C:12]([OH:14])=O)=[CH:4][CH:3]=1.[CH2:15]([O:17][C:18]1[CH:26]=[CH:25][CH:24]=[CH:23][C:19]=1[CH2:20][NH:21][CH3:22])[CH3:16]. No catalyst specified. The product is [CH2:15]([O:17][C:18]1[CH:26]=[CH:25][CH:24]=[CH:23][C:19]=1[CH2:20][N:21]([CH3:22])[C:12](=[O:14])[CH2:11][CH2:10][CH2:9][S:8][C:5]1[CH:4]=[CH:3][C:2]([OH:1])=[CH:7][CH:6]=1)[CH3:16]. The yield is 0.400.